Dataset: Full USPTO retrosynthesis dataset with 1.9M reactions from patents (1976-2016). Task: Predict the reactants needed to synthesize the given product. The reactants are: [OH-].[Na+].[CH2:3]([O:10][C:11]1[CH:16]=[CH:15][N:14]([C:17]2[CH:18]=[N:19][C:20]([N:23]3[CH2:27][CH2:26][CH:25]([C:28]([O:30]C)=[O:29])[CH2:24]3)=[CH:21][CH:22]=2)[C:13](=[O:32])[CH:12]=1)[C:4]1[CH:9]=[CH:8][CH:7]=[CH:6][CH:5]=1. Given the product [CH2:3]([O:10][C:11]1[CH:16]=[CH:15][N:14]([C:17]2[CH:18]=[N:19][C:20]([N:23]3[CH2:27][CH2:26][CH:25]([C:28]([OH:30])=[O:29])[CH2:24]3)=[CH:21][CH:22]=2)[C:13](=[O:32])[CH:12]=1)[C:4]1[CH:9]=[CH:8][CH:7]=[CH:6][CH:5]=1, predict the reactants needed to synthesize it.